This data is from Forward reaction prediction with 1.9M reactions from USPTO patents (1976-2016). The task is: Predict the product of the given reaction. (1) Given the reactants [CH:1]1([CH2:4][C:5]2[CH:10]=[CH:9][C:8]([OH:11])=[C:7]([O:12][CH3:13])[CH:6]=2)[CH2:3][CH2:2]1.[CH:14]1([CH2:17][C:18]2[CH:23]=[CH:22][C:21]([O:24]C)=[C:20]([O:26][CH3:27])[CH:19]=2)[CH2:16][CH2:15]1.C(C1C=CC=CC=1)=CC, predict the reaction product. The product is: [CH3:13][O:12][C:7]1[CH:6]=[C:5]([CH:4]2[CH2:1][CH:3]2[CH3:2])[CH:10]=[CH:9][C:8]=1[OH:11].[CH3:15][CH:16]1[CH2:14][CH:17]1[C:18]1[CH:23]=[CH:22][C:21]2[O:24][CH2:27][O:26][C:20]=2[CH:19]=1. (2) Given the reactants N1C=CC=CC=1O[CH2:8][C:9]1[CH:27]=[CH:26][C:12](CC2C=C(C3C(N)=NC=CC=3)ON=2)=[CH:11][CH:10]=1.[CH2:28]([O:30][C:31](=[O:46])[C@@H:32]([NH:38][C:39]([O:41][C:42]([CH3:45])([CH3:44])[CH3:43])=[O:40])[CH2:33][CH2:34][C:35]([OH:37])=[O:36])[CH3:29].CN1CCOCC1.F[P-](F)(F)(F)(F)F.C[N+](C)=C(N(C)C)O, predict the reaction product. The product is: [CH2:28]([O:30][C:31](=[O:46])[C@@H:32]([NH:38][C:39]([O:41][C:42]([CH3:45])([CH3:44])[CH3:43])=[O:40])[CH2:33][CH2:34][C:35]([O:37][CH2:8][C:9]1[CH:27]=[CH:26][CH:12]=[CH:11][CH:10]=1)=[O:36])[CH3:29]. (3) Given the reactants [CH:1]([O:4][C:5]1[CH:28]=[CH:27][C:8]([C:9]([N:11]2[CH2:16][CH2:15][C:14]3([CH2:25][C:24](=[O:26])[C:23]4[C:18](=[CH:19][CH:20]=[CH:21][CH:22]=4)[O:17]3)[CH2:13][CH2:12]2)=[O:10])=[CH:7][C:6]=1[O:29][CH3:30])([CH3:3])[CH3:2].[BH4-].[Na+], predict the reaction product. The product is: [OH:26][CH:24]1[C:23]2[C:18](=[CH:19][CH:20]=[CH:21][CH:22]=2)[O:17][C:14]2([CH2:13][CH2:12][N:11]([C:9]([C:8]3[CH:27]=[CH:28][C:5]([O:4][CH:1]([CH3:2])[CH3:3])=[C:6]([O:29][CH3:30])[CH:7]=3)=[O:10])[CH2:16][CH2:15]2)[CH2:25]1.